Dataset: Full USPTO retrosynthesis dataset with 1.9M reactions from patents (1976-2016). Task: Predict the reactants needed to synthesize the given product. Given the product [F:13][C:14]1[CH:15]=[C:16]([NH:17][C:2]2[N:7]=[C:6]([C:8]#[N:9])[C:5]([N+:10]([O-:12])=[O:11])=[CH:4][CH:3]=2)[CH:18]=[C:19]([F:21])[CH:20]=1, predict the reactants needed to synthesize it. The reactants are: Cl[C:2]1[N:7]=[C:6]([C:8]#[N:9])[C:5]([N+:10]([O-:12])=[O:11])=[CH:4][CH:3]=1.[F:13][C:14]1[CH:15]=[C:16]([CH:18]=[C:19]([F:21])[CH:20]=1)[NH2:17].C(OCC)(=O)C.